The task is: Predict the reaction yield, written as a fraction of the theoretical maximum amount of product (1.0 means a 100% yield; for example, 0.34 means a 34% yield).. This data is from Reaction yield outcomes from USPTO patents with 853,638 reactions. The reactants are [Cl:1][C:2]1[CH:3]=[C:4]([C:9]2[O:15][C:12]([CH:13]=O)=[CH:11][CH:10]=2)[CH:5]=[CH:6][C:7]=1[Cl:8].[C:16]([O-])(=O)[CH3:17].[NH4+:20]. The catalyst is C(O)(=O)C. The product is [Cl:1][C:2]1[CH:3]=[C:4]([C:9]2[O:15][C:12](/[CH:13]=[C:16](/[NH2:20])\[CH3:17])=[CH:11][CH:10]=2)[CH:5]=[CH:6][C:7]=1[Cl:8]. The yield is 0.930.